From a dataset of Catalyst prediction with 721,799 reactions and 888 catalyst types from USPTO. Predict which catalyst facilitates the given reaction. (1) Reactant: I[C:2]1[CH:3]=[CH:4][C:5]([O:11][CH3:12])=[C:6]([CH:10]=1)[C:7]([NH2:9])=[O:8].CC1(C)C(C)(C)OB([C:21]2[CH:22]=[C:23]3[C:28](=[CH:29][CH:30]=2)[CH:27]=[C:26]([NH:31][C:32]([C:34]2[CH:38]=[CH:37][S:36][CH:35]=2)=[O:33])[CH:25]=[CH:24]3)O1.C([O-])([O-])=O.[K+].[K+].O1CCOCC1. Product: [C:7]([C:6]1[CH:10]=[C:2]([C:21]2[CH:22]=[C:23]3[C:28](=[CH:29][CH:30]=2)[CH:27]=[C:26]([NH:31][C:32]([C:34]2[CH:38]=[CH:37][S:36][CH:35]=2)=[O:33])[CH:25]=[CH:24]3)[CH:3]=[CH:4][C:5]=1[O:11][CH3:12])(=[O:8])[NH2:9]. The catalyst class is: 386. (2) Reactant: C(OC(=O)[NH:7][CH2:8][CH2:9][CH2:10][C:11]1[N:12]=[N:13][C:14]([NH:17][CH2:18][C:19]2[CH:24]=[CH:23][CH:22]=[CH:21][CH:20]=2)=[CH:15][CH:16]=1)(C)(C)C.FC(F)(F)C(O)=O. Product: [NH2:7][CH2:8][CH2:9][CH2:10][C:11]1[N:12]=[N:13][C:14]([NH:17][CH2:18][C:19]2[CH:24]=[CH:23][CH:22]=[CH:21][CH:20]=2)=[CH:15][CH:16]=1. The catalyst class is: 2. (3) Reactant: [CH:1]1([CH2:6][C@H:7]([N:11]2[CH2:15][C:14]([O:16][CH3:17])=[CH:13][C:12]2=[O:18])[C:8]([OH:10])=O)[CH2:5][CH2:4][CH2:3][CH2:2]1.C(Cl)(=O)C(Cl)=O.[NH2:25][C:26]1[S:30][N:29]=[C:28]([CH3:31])[N:27]=1.N1C(C)=CC=CC=1C. Product: [CH:1]1([CH2:6][C@H:7]([N:11]2[CH2:15][C:14]([O:16][CH3:17])=[CH:13][C:12]2=[O:18])[C:8]([NH:25][C:26]2[S:30][N:29]=[C:28]([CH3:31])[N:27]=2)=[O:10])[CH2:2][CH2:3][CH2:4][CH2:5]1. The catalyst class is: 120. (4) Reactant: [O:1]1[CH2:6][CH2:5][CH:4]([C:7]([C:9]2[S:13][C:12]([NH2:14])=[N:11][C:10]=2[C:15]2[O:16][CH:17]=[CH:18][CH:19]=2)=[O:8])[CH2:3][CH2:2]1.[CH:20]1([C:23](Cl)=[O:24])[CH2:22][CH2:21]1.O. Product: [O:16]1[CH:17]=[CH:18][CH:19]=[C:15]1[C:10]1[N:11]=[C:12]([NH:14][C:23]([CH:20]2[CH2:22][CH2:21]2)=[O:24])[S:13][C:9]=1[C:7]([CH:4]1[CH2:5][CH2:6][O:1][CH2:2][CH2:3]1)=[O:8]. The catalyst class is: 377. (5) Reactant: [Cl:1][C:2]1[C:3]([CH3:29])=[C:4]([C:10]2[CH:14]=[CH:13][N:12]([CH2:15][C@@H:16]([NH:18][C:19]([C:21]3[N:22]=[C:23]([CH:26]([OH:28])[CH3:27])[S:24][CH:25]=3)=[O:20])[CH3:17])[N:11]=2)[CH:5]=[CH:6][C:7]=1[C:8]#[N:9].[C:30](OC(=O)C)(=[O:32])[CH3:31]. Product: [C:30]([O:28][CH:26]([C:23]1[S:24][CH:25]=[C:21]([C:19](=[O:20])[NH:18][C@@H:16]([CH3:17])[CH2:15][N:12]2[CH:13]=[CH:14][C:10]([C:4]3[CH:5]=[CH:6][C:7]([C:8]#[N:9])=[C:2]([Cl:1])[C:3]=3[CH3:29])=[N:11]2)[N:22]=1)[CH3:27])(=[O:32])[CH3:31]. The catalyst class is: 377. (6) Reactant: [CH3:1][C:2]1([CH3:35])[CH2:11][CH:10]=[C:9]([C:12]2[CH:17]=[CH:16][C:15]([C:18]([CH3:21])([CH3:20])[CH3:19])=[CH:14][CH:13]=2)[C:8]2[CH:7]=[C:6]([C:22]#[C:23][C:24]3[CH:34]=[CH:33][C:27]([C:28]([O:30]CC)=[O:29])=[CH:26][CH:25]=3)[CH:5]=[CH:4][C:3]1=2.O[Li].O. Product: [CH3:1][C:2]1([CH3:35])[CH2:11][CH:10]=[C:9]([C:12]2[CH:17]=[CH:16][C:15]([C:18]([CH3:19])([CH3:20])[CH3:21])=[CH:14][CH:13]=2)[C:8]2[CH:7]=[C:6]([C:22]#[C:23][C:24]3[CH:34]=[CH:33][C:27]([C:28]([OH:30])=[O:29])=[CH:26][CH:25]=3)[CH:5]=[CH:4][C:3]1=2. The catalyst class is: 20. (7) Reactant: [N:1]([CH2:4][C:5]1[N:6]=[C:7]([NH:10][C:11](=[O:17])[O:12][C:13]([CH3:16])([CH3:15])[CH3:14])[S:8][CH:9]=1)=[N+]=[N-]. Product: [C:13]([O:12][C:11](=[O:17])[NH:10][C:7]1[S:8][CH:9]=[C:5]([CH2:4][NH2:1])[N:6]=1)([CH3:16])([CH3:14])[CH3:15]. The catalyst class is: 29. (8) Reactant: ClC1N=C([O:12][C:13]2[CH:18]=[CH:17][CH:16]=[C:15]([N+:19]([O-:21])=[O:20])[CH:14]=2)C2C(=CC=CC=2)N=1.C(=O)([O-])[O-].[K+].[K+]. Product: [N+:19]([C:15]1[CH:14]=[C:13]([OH:12])[CH:18]=[CH:17][CH:16]=1)([O-:21])=[O:20]. The catalyst class is: 3. (9) Reactant: [CH3:1][O:2][C:3](=[O:6])[CH2:4][NH2:5].CCN(C(C)C)C(C)C.Br[CH2:17][CH2:18][CH2:19][CH2:20][CH2:21][CH2:22][CH2:23][CH3:24].S([O-])([O-])(=O)=O.[Mg+2]. Product: [CH2:17]([NH:5][CH2:4][C:3]([O:2][CH3:1])=[O:6])[CH2:18][CH2:19][CH2:20][CH2:21][CH2:22][CH2:23][CH3:24]. The catalyst class is: 3.